From a dataset of Peptide-MHC class I binding affinity with 185,985 pairs from IEDB/IMGT. Regression. Given a peptide amino acid sequence and an MHC pseudo amino acid sequence, predict their binding affinity value. This is MHC class I binding data. (1) The peptide sequence is CIYRRFKYGLK. The MHC is HLA-A03:01 with pseudo-sequence HLA-A03:01. The binding affinity (normalized) is 0.834. (2) The peptide sequence is PELGAFFAI. The MHC is HLA-B46:01 with pseudo-sequence HLA-B46:01. The binding affinity (normalized) is 0.0847. (3) The peptide sequence is TLDDLAIKQY. The MHC is HLA-A68:01 with pseudo-sequence HLA-A68:01. The binding affinity (normalized) is 0. (4) The peptide sequence is NHLPRELI. The MHC is Mamu-A07 with pseudo-sequence Mamu-A07. The binding affinity (normalized) is 0.169. (5) The peptide sequence is AMEGGTTKA. The MHC is HLA-B57:01 with pseudo-sequence HLA-B57:01. The binding affinity (normalized) is 0.0847. (6) The peptide sequence is RVRELAVAL. The MHC is HLA-A01:01 with pseudo-sequence HLA-A01:01. The binding affinity (normalized) is 0. (7) The peptide sequence is MMWYWGPSL. The MHC is HLA-A02:02 with pseudo-sequence HLA-A02:02. The binding affinity (normalized) is 0.545. (8) The peptide sequence is EFGATVELL. The MHC is Patr-A0301 with pseudo-sequence Patr-A0301. The binding affinity (normalized) is 0. (9) The peptide sequence is FLPSDFFPSV. The MHC is HLA-A02:06 with pseudo-sequence HLA-A02:06. The binding affinity (normalized) is 1.00. (10) The peptide sequence is IVDCLTEMYY. The MHC is HLA-B18:01 with pseudo-sequence HLA-B18:01. The binding affinity (normalized) is 0.224.